This data is from Reaction yield outcomes from USPTO patents with 853,638 reactions. The task is: Predict the reaction yield, written as a fraction of the theoretical maximum amount of product (1.0 means a 100% yield; for example, 0.34 means a 34% yield). (1) The catalyst is O1CCOCC1.C1C=CC(/C=C/C(/C=C/C2C=CC=CC=2)=O)=CC=1.C1C=CC(/C=C/C(/C=C/C2C=CC=CC=2)=O)=CC=1.C1C=CC(/C=C/C(/C=C/C2C=CC=CC=2)=O)=CC=1.[Pd].[Pd]. The reactants are [N:1]1[N:9]2[C:4]([CH2:5][O:6][CH2:7][CH2:8]2)=[CH:3][C:2]=1[NH2:10].Br[C:12]1[C:13](=[O:20])[N:14]([CH3:19])[N:15]=[C:16]([Cl:18])[CH:17]=1.C([O-])([O-])=O.[Cs+].[Cs+]. The yield is 0.810. The product is [Cl:18][C:16]1[CH:17]=[C:12]([NH:10][C:2]2[CH:3]=[C:4]3[CH2:5][O:6][CH2:7][CH2:8][N:9]3[N:1]=2)[C:13](=[O:20])[N:14]([CH3:19])[N:15]=1. (2) The reactants are [NH2:1][CH2:2][C:3]1[C:4]([F:20])=[C:5]([O:10][C:11]2[CH:12]=[C:13]([CH:16]=[C:17]([Cl:19])[CH:18]=2)[C:14]#[N:15])[C:6]([Cl:9])=[CH:7][CH:8]=1.CCN(C(C)C)C(C)C.[NH:30]1[CH:34]=[CH:33][C:32]([C:35](O)=[O:36])=[N:31]1.CN(C(ON1N=NC2C=CC=NC1=2)=[N+](C)C)C.F[P-](F)(F)(F)(F)F. The catalyst is CN(C=O)C.CO. The product is [Cl:9][C:6]1[CH:7]=[CH:8][C:3]([CH2:2][NH:1][C:35]([C:32]2[CH:33]=[CH:34][NH:30][N:31]=2)=[O:36])=[C:4]([F:20])[C:5]=1[O:10][C:11]1[CH:12]=[C:13]([C:14]#[N:15])[CH:16]=[C:17]([Cl:19])[CH:18]=1. The yield is 0.500. (3) The reactants are [F:1][C:2]1[CH:7]=[CH:6][C:5]([CH2:8][C:9]([OH:11])=O)=[CH:4][CH:3]=1.C(Cl)(=O)C(Cl)=O.[CH:18]([C@H:31]1[O:36][CH2:35][C@@H:34]([NH2:37])[CH2:33][CH2:32]1)([C:25]1[CH:30]=[CH:29][CH:28]=[CH:27][CH:26]=1)[C:19]1[CH:24]=[CH:23][CH:22]=[CH:21][CH:20]=1.C(N(CC)CC)C. The catalyst is ClCCl.CN(C=O)C. The product is [CH:18]([C@H:31]1[O:36][CH2:35][C@@H:34]([NH:37][C:9](=[O:11])[CH2:8][C:5]2[CH:4]=[CH:3][C:2]([F:1])=[CH:7][CH:6]=2)[CH2:33][CH2:32]1)([C:25]1[CH:30]=[CH:29][CH:28]=[CH:27][CH:26]=1)[C:19]1[CH:20]=[CH:21][CH:22]=[CH:23][CH:24]=1. The yield is 0.800. (4) The reactants are [Br:1][C:2]1[C:3](Cl)=[N:4][C:5](Cl)=[N:6][CH:7]=1.C(N(CC)CC)C.[F:17][C:18]([F:28])([F:27])[C:19]1[CH:26]=[CH:25][C:22]([CH2:23][NH2:24])=[CH:21][CH:20]=1.[C:29]([O:33][C:34]([N:36]1[CH2:41][CH:40]=[C:39]([C:42]2[C:50]3[C:45](=[CH:46][CH:47]=[C:48]([NH2:51])[CH:49]=3)[NH:44][CH:43]=2)[CH2:38][CH2:37]1)=[O:35])([CH3:32])([CH3:31])[CH3:30]. The catalyst is C1COCC1.CO.ClCCl. The product is [C:29]([O:33][C:34]([N:36]1[CH2:37][CH:38]=[C:39]([C:42]2[C:50]3[C:45](=[CH:46][CH:47]=[C:48]([NH:51][C:5]4[N:4]=[C:3]([NH:24][CH2:23][C:22]5[CH:25]=[CH:26][C:19]([C:18]([F:27])([F:28])[F:17])=[CH:20][CH:21]=5)[C:2]([Br:1])=[CH:7][N:6]=4)[CH:49]=3)[NH:44][CH:43]=2)[CH2:40][CH2:41]1)=[O:35])([CH3:32])([CH3:30])[CH3:31]. The yield is 0.230. (5) The reactants are [Br:1][C:2]1[CH:3]=[N:4][CH:5]=[C:6]([CH:10]=1)[C:7]([OH:9])=O.[Cl-].C([N:14]([CH2:17][CH3:18])[CH2:15]C)C.N1CCC1. The catalyst is C(Cl)Cl. The product is [Br:1][C:2]1[CH:3]=[N:4][CH:5]=[C:6]([C:7]([N:14]2[CH2:15][CH2:18][CH2:17]2)=[O:9])[CH:10]=1. The yield is 0.709.